This data is from Full USPTO retrosynthesis dataset with 1.9M reactions from patents (1976-2016). The task is: Predict the reactants needed to synthesize the given product. (1) The reactants are: CC(C)([O-])C.[K+].Cl.[NH2:8][C:9]([NH2:11])=[NH:10].CN(C)[CH:14]=[C:15]([C:25]1[CH:26]=[CH:27][C:28](=[O:34])[N:29]([CH:31]([CH3:33])[CH3:32])[N:30]=1)[C:16](=O)[C:17]1[CH:22]=[CH:21][C:20]([F:23])=[CH:19][CH:18]=1.O. Given the product [NH2:10][C:9]1[N:11]=[C:16]([C:17]2[CH:18]=[CH:19][C:20]([F:23])=[CH:21][CH:22]=2)[C:15]([C:25]2[CH:26]=[CH:27][C:28](=[O:34])[N:29]([CH:31]([CH3:32])[CH3:33])[N:30]=2)=[CH:14][N:8]=1, predict the reactants needed to synthesize it. (2) Given the product [Cl:1][C:2]1[C:10]([CH3:11])=[N:9][C:8]2[N:4]([N:5]=[C:6]3[CH2:14][N:13]([C:15]([C:17]4[CH:22]=[CH:21][C:20]([F:23])=[CH:19][C:18]=4[O:24][CH:25]4[CH2:34][CH2:33][C:28](=[O:29])[CH2:27][CH2:26]4)=[O:16])[CH2:12][C:7]3=2)[C:3]=1[CH3:35], predict the reactants needed to synthesize it. The reactants are: [Cl:1][C:2]1[C:10]([CH3:11])=[N:9][C:8]2[N:4]([N:5]=[C:6]3[CH2:14][N:13]([C:15]([C:17]4[CH:22]=[CH:21][C:20]([F:23])=[CH:19][C:18]=4[O:24][CH:25]4[CH2:34][CH2:33][C:28]5(OCC[O:29]5)[CH2:27][CH2:26]4)=[O:16])[CH2:12][C:7]3=2)[C:3]=1[CH3:35].Cl.O.